This data is from M1 muscarinic receptor antagonist screen with 61,756 compounds. The task is: Binary Classification. Given a drug SMILES string, predict its activity (active/inactive) in a high-throughput screening assay against a specified biological target. (1) The molecule is S(=O)(=O)(N(CC)CC)c1cc(C(=O)Nc2c(C(=O)N3CCOCC3)cccc2)ccc1. The result is 0 (inactive). (2) The compound is ON1C(C(=NC1c1c(OC)cccc1)CC)(C)C. The result is 1 (active). (3) The result is 1 (active). The compound is S(CC(=O)NCCN1CCCC1)Cc1nc(oc1C)c1sccc1C.